Task: Regression. Given a peptide amino acid sequence and an MHC pseudo amino acid sequence, predict their binding affinity value. This is MHC class I binding data.. Dataset: Peptide-MHC class I binding affinity with 185,985 pairs from IEDB/IMGT (1) The peptide sequence is CLSLSNLDFR. The MHC is HLA-A68:01 with pseudo-sequence HLA-A68:01. The binding affinity (normalized) is 0.616. (2) The peptide sequence is FANYNFTLL. The MHC is HLA-A02:06 with pseudo-sequence HLA-A02:06. The binding affinity (normalized) is 1.00. (3) The peptide sequence is ILFMEMFFDY. The MHC is HLA-A33:01 with pseudo-sequence HLA-A33:01. The binding affinity (normalized) is 0.